Dataset: Catalyst prediction with 721,799 reactions and 888 catalyst types from USPTO. Task: Predict which catalyst facilitates the given reaction. (1) Reactant: Cl[C:2]1[N:7]=[CH:6][N:5]=[C:4]([N:8]2[CH:12]=[CH:11][N:10]=[C:9]2[NH:13][C:14]2[CH:15]=[C:16]([NH:21][C:22](=[O:29])[C:23]3[CH:28]=[CH:27][CH:26]=[CH:25][CH:24]=3)[CH:17]=[CH:18][C:19]=2[CH3:20])[CH:3]=1.[CH:30]1([NH2:33])[CH2:32][CH2:31]1. Product: [CH:30]1([NH:33][C:2]2[N:7]=[CH:6][N:5]=[C:4]([N:8]3[CH:12]=[CH:11][N:10]=[C:9]3[NH:13][C:14]3[CH:15]=[C:16]([NH:21][C:22](=[O:29])[C:23]4[CH:28]=[CH:27][CH:26]=[CH:25][CH:24]=4)[CH:17]=[CH:18][C:19]=3[CH3:20])[CH:3]=2)[CH2:32][CH2:31]1. The catalyst class is: 41. (2) Reactant: [CH:1]1([C:4]([OH:6])=O)[CH2:3][CH2:2]1.C(N1C=CN=C1)(N1C=CN=C1)=O.[C:19]([O:23][C:24](=[O:39])[NH:25][C:26]1([C:29]2[CH:34]=[CH:33][C:32]([C:35](=[NH:38])[NH:36]O)=[CH:31][N:30]=2)[CH2:28][CH2:27]1)([CH3:22])([CH3:21])[CH3:20]. Product: [C:19]([O:23][C:24](=[O:39])[NH:25][C:26]1([C:29]2[CH:34]=[CH:33][C:32]([C:35]3[N:36]=[C:4]([CH:1]4[CH2:3][CH2:2]4)[O:6][N:38]=3)=[CH:31][N:30]=2)[CH2:28][CH2:27]1)([CH3:22])([CH3:20])[CH3:21]. The catalyst class is: 3.